The task is: Predict the reaction yield, written as a fraction of the theoretical maximum amount of product (1.0 means a 100% yield; for example, 0.34 means a 34% yield).. This data is from Reaction yield outcomes from USPTO patents with 853,638 reactions. The reactants are [N+:1]([C:4]1[C:8]2[CH:9]=[CH:10][CH:11]=[CH:12][C:7]=2[S:6][C:5]=1[S:13]([O-:16])(=[O:15])=[O:14])([O-:3])=[O:2].C(=O)([O-])[O-].[Ag+2:21].CCCCCC.C(OCC)(=O)C. The catalyst is C(#N)C.O. The product is [N+:1]([C:4]1[C:8]2[CH:9]=[CH:10][CH:11]=[CH:12][C:7]=2[S:6][C:5]=1[S:13]([O-:16])(=[O:14])=[O:15])([O-:3])=[O:2].[Ag+:21]. The yield is 0.982.